This data is from Experimentally validated miRNA-target interactions with 360,000+ pairs, plus equal number of negative samples. The task is: Binary Classification. Given a miRNA mature sequence and a target amino acid sequence, predict their likelihood of interaction. The miRNA is hsa-miR-3622a-3p with sequence UCACCUGACCUCCCAUGCCUGU. The protein sequence of the target gene is MAPEENAGSELLLQSFKRRFLAARALRSFRWQSLEAKLRDSSDSELLRDILQKHEAVHTEPLDELYEVLVETLMAKESTQGHRSYLLTCCIAQKPSCRWSGSCGGWLPAGSTSGLLNSTWPLPSATQRCASCSPPSYAGLGSDGKRKLIMTRNCFPTESTWRWQS. Result: 0 (no interaction).